From a dataset of Reaction yield outcomes from USPTO patents with 853,638 reactions. Predict the reaction yield, written as a fraction of the theoretical maximum amount of product (1.0 means a 100% yield; for example, 0.34 means a 34% yield). (1) The reactants are [CH2:1]([C@@H:6]1[CH2:10][CH2:9][CH2:8][C@H:7]1[OH:11])[CH2:2][CH2:3][CH:4]=[CH2:5].[C:12](OC=C)(=[O:14])[CH3:13]. The catalyst is CCOCC. The product is [C:12]([O:11][C@@H:7]1[CH2:8][CH2:9][CH2:10][C@H:6]1[CH2:1][CH2:2][CH2:3][CH:4]=[CH2:5])(=[O:14])[CH3:13]. The yield is 0.430. (2) The reactants are [Br:1][C:2]1[CH:7]=[C:6](Br)[C:5]([N+:9]([O-:11])=[O:10])=[CH:4][N:3]=1.[NH2:12][C:13]([CH3:17])([CH3:16])[CH2:14][OH:15]. The catalyst is O1CCCC1. The product is [Br:1][C:2]1[CH:7]=[C:6]([NH:12][C:13]([CH3:17])([CH3:16])[CH2:14][OH:15])[C:5]([N+:9]([O-:11])=[O:10])=[CH:4][N:3]=1. The yield is 1.00.